This data is from Reaction yield outcomes from USPTO patents with 853,638 reactions. The task is: Predict the reaction yield, written as a fraction of the theoretical maximum amount of product (1.0 means a 100% yield; for example, 0.34 means a 34% yield). (1) The reactants are C([O:4][CH2:5][C:6]1[N:10]([CH3:11])[C:9]2[C:12]([N:16]3[CH2:21][CH2:20][N:19]([C:22]([O:24][C:25]([CH3:28])([CH3:27])[CH3:26])=[O:23])[CH2:18][CH2:17]3)=[CH:13][CH:14]=[CH:15][C:8]=2[N:7]=1)(=O)C.C(=O)([O-])[O-].[Cs+].[Cs+]. The catalyst is CO. The product is [OH:4][CH2:5][C:6]1[N:10]([CH3:11])[C:9]2[C:12]([N:16]3[CH2:17][CH2:18][N:19]([C:22]([O:24][C:25]([CH3:28])([CH3:27])[CH3:26])=[O:23])[CH2:20][CH2:21]3)=[CH:13][CH:14]=[CH:15][C:8]=2[N:7]=1. The yield is 0.950. (2) The reactants are Br[C:2]1[C:3]2[CH2:10][CH2:9][CH:8]([NH:11][C:12](=[O:15])[CH2:13][CH3:14])[C:4]=2[CH:5]=[N:6][CH:7]=1.[F:16][C:17]1[CH:22]=[C:21]([C:23]([F:26])([F:25])[F:24])[CH:20]=[CH:19][C:18]=1B(O)O. No catalyst specified. The product is [F:16][C:17]1[CH:22]=[C:21]([C:23]([F:24])([F:25])[F:26])[CH:20]=[CH:19][C:18]=1[C:2]1[C:3]2[CH2:10][CH2:9][CH:8]([NH:11][C:12](=[O:15])[CH2:13][CH3:14])[C:4]=2[CH:5]=[N:6][CH:7]=1. The yield is 0.760. (3) The reactants are [F:1][C:2]1[CH:3]=[CH:4][C:5]([C:8](Cl)=[O:9])=[N:6][CH:7]=1.[OH-].[NH4+:12]. The catalyst is C1COCC1. The product is [F:1][C:2]1[CH:3]=[CH:4][C:5]([C:8]([NH2:12])=[O:9])=[N:6][CH:7]=1. The yield is 0.710. (4) The reactants are Br[CH2:2][C:3]1[C:12]2[C:7](=[CH:8][CH:9]=[CH:10][CH:11]=2)[C:6]([CH:13]=[O:14])=[CH:5][CH:4]=1.[C:15]1(=[O:25])[NH:19][C:18](=[O:20])[C:17]2=[CH:21][CH:22]=[CH:23][CH:24]=[C:16]12.[K]. The catalyst is CN(C=O)C.O. The product is [O:20]=[C:18]1[C:17]2[C:16](=[CH:24][CH:23]=[CH:22][CH:21]=2)[C:15](=[O:25])[N:19]1[CH2:2][C:3]1[C:12]2[C:7](=[CH:8][CH:9]=[CH:10][CH:11]=2)[C:6]([CH:13]=[O:14])=[CH:5][CH:4]=1. The yield is 0.980. (5) The reactants are [C:1]([O:5][C:6]([N:8]1[CH2:12][CH2:11][C@@H:10]([C:13]([OH:15])=O)[CH2:9]1)=[O:7])([CH3:4])([CH3:3])[CH3:2].Cl.[CH3:17][NH:18][O:19][CH3:20].C(N(CC)C(C)C)(C)C. The catalyst is ClCCl. The product is [CH3:20][O:19][N:18]([CH3:17])[C:13]([C@@H:10]1[CH2:11][CH2:12][N:8]([C:6]([O:5][C:1]([CH3:2])([CH3:3])[CH3:4])=[O:7])[CH2:9]1)=[O:15]. The yield is 1.00. (6) The reactants are [CH3:1][CH:2]([CH3:8])[C:3](=O)[CH2:4][C:5]#[N:6].[NH2:9][NH2:10]. The catalyst is C(O)C. The product is [CH:2]([C:3]1[NH:10][N:9]=[C:5]([NH2:6])[CH:4]=1)([CH3:8])[CH3:1]. The yield is 0.990.